Dataset: Forward reaction prediction with 1.9M reactions from USPTO patents (1976-2016). Task: Predict the product of the given reaction. (1) Given the reactants [NH2:1][C@@H:2]1[C@@H:7]([O:8][CH2:9][C:10]2[CH:15]=[CH:14][CH:13]=[CH:12][CH:11]=2)[C@H:6]([O:16][CH2:17][C:18]2[CH:23]=[CH:22][CH:21]=[CH:20][CH:19]=2)[C@@H:5]([CH2:24][O:25][CH2:26][C:27]2[CH:32]=[CH:31][CH:30]=[CH:29][CH:28]=2)[CH2:4][C@H:3]1O.[CH3:34][N:35]=[C:36]=[S:37], predict the reaction product. The product is: [CH3:34][NH:35][C:36]1[S:37][C@H:3]2[CH2:4][C@H:5]([CH2:24][O:25][CH2:26][C:27]3[CH:32]=[CH:31][CH:30]=[CH:29][CH:28]=3)[C@@H:6]([O:16][CH2:17][C:18]3[CH:19]=[CH:20][CH:21]=[CH:22][CH:23]=3)[C@H:7]([O:8][CH2:9][C:10]3[CH:11]=[CH:12][CH:13]=[CH:14][CH:15]=3)[C@H:2]2[N:1]=1. (2) Given the reactants COC(=O)C(Cl)=O.[C:8]([O:12][C:13]([N:15]1[CH2:20][CH2:19][C:18]([C:22]2[CH:27]=[C:26]([C:28]([F:31])([F:30])[F:29])[CH:25]=[CH:24][C:23]=2[S:32][C:33]2[CH:38]=[CH:37][C:36]([Cl:39])=[CH:35][CH:34]=2)(O)[CH2:17][CH2:16]1)=[O:14])([CH3:11])([CH3:10])[CH3:9].C([SnH](CCCC)CCCC)CCC.C(C(C)(C)N=NC(C)(C)C#N)#N, predict the reaction product. The product is: [C:8]([O:12][C:13]([N:15]1[CH2:20][CH2:19][CH:18]([C:22]2[CH:27]=[C:26]([C:28]([F:30])([F:31])[F:29])[CH:25]=[CH:24][C:23]=2[S:32][C:33]2[CH:38]=[CH:37][C:36]([Cl:39])=[CH:35][CH:34]=2)[CH2:17][CH2:16]1)=[O:14])([CH3:11])([CH3:9])[CH3:10]. (3) Given the reactants C1(S(C(C2C(C)(C)CCCC=2C)C(O)C(C)=CCCC(C)=CC(S(C2C=CC=CC=2)(=O)=O)CC=C(C)CCC=C(C)[CH:26]([OH:46])[CH:27](S(C2C=CC=CC=2)(=O)=O)C2C(C)(C)CCCC=2C)(=O)=O)C=CC=CC=1.[CH:70]([O:72][CH2:73][CH3:74])=[CH2:71].C1(C)C=CC(S([O-])(=O)=[O:82])=CC=1.[NH+]1[CH:91]=[CH:90]C=CC=1, predict the reaction product. The product is: [CH2:70]([O:72][CH:73]([O:82][CH:90]([O:46][CH2:26][CH3:27])[CH3:91])[CH3:74])[CH3:71]. (4) Given the reactants [CH:1]1([C:4]2[CH:5]=[CH:6][C:7]([C:15]([OH:17])=O)=[N:8][C:9]=2[O:10][CH2:11][CH:12]2[CH2:14][CH2:13]2)[CH2:3][CH2:2]1.Cl.[NH2:19][C@@H:20]1[CH2:25][CH2:24][CH2:23][CH2:22][C@H:21]1[C:26]([NH2:28])=[O:27], predict the reaction product. The product is: [C:26]([C@@H:21]1[CH2:22][CH2:23][CH2:24][CH2:25][C@H:20]1[NH:19][C:15]([C:7]1[CH:6]=[CH:5][C:4]([CH:1]2[CH2:2][CH2:3]2)=[C:9]([O:10][CH2:11][CH:12]2[CH2:13][CH2:14]2)[N:8]=1)=[O:17])(=[O:27])[NH2:28]. (5) The product is: [F:1][C:2]([F:35])([F:34])[C:3]1[CH:4]=[C:5]([CH:27]=[C:28]([C:30]([F:33])([F:32])[F:31])[CH:29]=1)[CH2:6][N:7]1[CH2:14][CH2:13][CH2:12][O:11][C:10]2[N:15]=[C:16]([N:47]3[CH2:48][CH2:49][CH:45]([NH:43][CH3:41])[CH2:46]3)[CH:17]=[C:18]([C:19]3[CH:24]=[CH:23][CH:22]=[CH:21][CH:20]=3)[C:9]=2[C:8]1=[O:26]. Given the reactants [F:1][C:2]([F:35])([F:34])[C:3]1[CH:4]=[C:5]([CH:27]=[C:28]([C:30]([F:33])([F:32])[F:31])[CH:29]=1)[CH2:6][N:7]1[CH2:14][CH2:13][CH2:12][O:11][C:10]2[N:15]=[C:16](Cl)[CH:17]=[C:18]([C:19]3[CH:24]=[CH:23][CH:22]=[CH:21][CH:20]=3)[C:9]=2[C:8]1=[O:26].C(O[C:41]([N:43]([CH:45]1[CH2:49][CH2:48][NH:47][CH2:46]1)C)=O)(C)(C)C, predict the reaction product. (6) Given the reactants Cl[C:2]1[C:11]2[C:6](=[C:7]([C:12]#[N:13])[CH:8]=[CH:9][CH:10]=2)[N:5]=[CH:4][CH:3]=1.[CH:14]1[CH:19]=[CH:18][C:17]([C@H:20]([NH2:23])[CH2:21][OH:22])=[CH:16][CH:15]=1.Cl.[NH+]1C=CC=CC=1, predict the reaction product. The product is: [OH:22][CH2:21][C@@H:20]([NH:23][C:2]1[C:11]2[C:6](=[C:7]([C:12]#[N:13])[CH:8]=[CH:9][CH:10]=2)[N:5]=[CH:4][CH:3]=1)[C:17]1[CH:18]=[CH:19][CH:14]=[CH:15][CH:16]=1. (7) Given the reactants N#N.ClCC1OC=[C:8]([C:10]([O:12]C)=O)N=1.[CH3:14][Mg]Cl.[NH4+:17].[Cl-:18].[CH2:19]1[CH2:23][O:22][CH2:21][CH2:20]1, predict the reaction product. The product is: [Cl:18][CH2:19][C:23]1[O:22][CH:21]=[C:20]([C:10]([OH:12])([CH3:8])[CH3:14])[N:17]=1. (8) Given the reactants [F:1][C:2]1[CH:7]=[N:6][C:5]([N:8]2[CH:12]=[CH:11][N:10]=[N:9]2)=[C:4]2[NH:13][CH:14]=[C:15]([C:16](=[O:20])[C:17]([OH:19])=O)[C:3]=12.[C:21]1([C:27]2([C:35]#[N:36])[C:29]3([CH2:34][CH2:33][NH:32][CH2:31][CH2:30]3)[CH2:28]2)[CH:26]=[CH:25][CH:24]=[CH:23][CH:22]=1.CN([P+](ON1N=NC2C=CC=CC1=2)(N(C)C)N(C)C)C.F[P-](F)(F)(F)(F)F.CCN(C(C)C)C(C)C, predict the reaction product. The product is: [F:1][C:2]1[CH:7]=[N:6][C:5]([N:8]2[CH:12]=[CH:11][N:10]=[N:9]2)=[C:4]2[NH:13][CH:14]=[C:15]([C:16](=[O:20])[C:17]([N:32]3[CH2:31][CH2:30][C:29]4([C:27]([C:21]5[CH:22]=[CH:23][CH:24]=[CH:25][CH:26]=5)([C:35]#[N:36])[CH2:28]4)[CH2:34][CH2:33]3)=[O:19])[C:3]=12. (9) The product is: [N:30]([CH2:18][C:17]1[C:12]([NH:11][CH:9]2[CH2:8][CH2:7][N:6]([C:27]([O:29][C:57]([CH3:56])([CH3:52])[CH3:34])=[O:28])[CH2:5][CH2:10]2)=[C:13]2[CH:24]=[N:23][N:22]([CH2:25][CH3:26])[C:14]2=[N:15][C:16]=1[CH2:20][CH3:21])=[N+:31]=[N-:32]. Given the reactants CC([CH:5]1[CH2:10][CH:9]([NH:11][C:12]2[C:17]([CH2:18]O)=[C:16]([CH2:20][CH3:21])[N:15]=[C:14]3[N:22]([CH2:25][CH3:26])[N:23]=[CH:24][C:13]=23)[CH2:8][CH2:7][N:6]1[C:27]([O-:29])=[O:28])(C)C.[N-:30]=[N+:31]=[N-:32].[Na+].[C:34](Br)(Br)(Br)Br.C1(P([C:52]2[CH:57]=[CH:56]C=CC=2)C2C=CC=CC=2)C=CC=CC=1, predict the reaction product.